Dataset: Forward reaction prediction with 1.9M reactions from USPTO patents (1976-2016). Task: Predict the product of the given reaction. (1) Given the reactants [C:1]([C:3]1[CH:8]=[CH:7][C:6]([NH:9][C:10]2[CH:15]=[CH:14][CH:13]=[CH:12][N:11]=2)=[CH:5][C:4]=1[OH:16])#[N:2].C([O-])([O-])=O.[Cs+].[Cs+].Br[CH2:24][CH:25]=[C:26]([CH3:28])[CH3:27], predict the reaction product. The product is: [C:1]([C:3]1[CH:8]=[CH:7][C:6]([NH:9][C:10]2[CH:15]=[CH:14][CH:13]=[CH:12][N:11]=2)=[CH:5][C:4]=1[O:16][CH2:24][CH:25]=[C:26]([CH3:28])[CH3:27])#[N:2]. (2) Given the reactants [H-].[Na+].[CH2:3]([O:7][C:8]1[N:13]=[CH:12][N:11]=[C:10]([N:14]2[CH2:19][CH2:18][NH:17][C:16](=[O:20])[CH2:15]2)[CH:9]=1)[CH:4]([CH3:6])[CH3:5].Cl[CH2:22][C:23]1[O:24][C:25]2[CH:31]=[CH:30][CH:29]=[CH:28][C:26]=2[N:27]=1, predict the reaction product. The product is: [O:24]1[C:25]2[CH:31]=[CH:30][CH:29]=[CH:28][C:26]=2[N:27]=[C:23]1[CH2:22][N:17]1[CH2:18][CH2:19][N:14]([C:10]2[CH:9]=[C:8]([O:7][CH2:3][CH:4]([CH3:6])[CH3:5])[N:13]=[CH:12][N:11]=2)[CH2:15][C:16]1=[O:20]. (3) Given the reactants Cl[C:2]1[N:7]=[C:6]([Cl:8])[N:5]=[C:4]([C:9]2[CH:14]=[CH:13][CH:12]=[CH:11][CH:10]=2)[N:3]=1.[CH:15]([NH2:18])([CH3:17])[CH3:16], predict the reaction product. The product is: [Cl:8][C:6]1[N:5]=[C:4]([C:9]2[CH:14]=[CH:13][CH:12]=[CH:11][CH:10]=2)[N:3]=[C:2]([NH:18][CH:15]([CH3:17])[CH3:16])[N:7]=1. (4) Given the reactants [Cl:1][C:2]1[CH:43]=[CH:42][C:5]([CH2:6][C:7]2[N:8]=[C:9]([C:25]3[C:26]([CH3:41])=[N:27][N:28]4[CH:33]=[CH:32][C:31]([CH:34](OCC)[O:35]CC)=[CH:30][C:29]=34)[S:10][C:11]=2[C:12]2[N:16]=[CH:15][N:14](COCC[Si](C)(C)C)[N:13]=2)=[CH:4][CH:3]=1.Cl.C(O)(=O)C.C([O-])(O)=O.[Na+], predict the reaction product. The product is: [Cl:1][C:2]1[CH:3]=[CH:4][C:5]([CH2:6][C:7]2[N:8]=[C:9]([C:25]3[C:26]([CH3:41])=[N:27][N:28]4[CH:33]=[CH:32][C:31]([CH:34]=[O:35])=[CH:30][C:29]=34)[S:10][C:11]=2[C:12]2[NH:16][CH:15]=[N:14][N:13]=2)=[CH:42][CH:43]=1. (5) Given the reactants [CH:1]([C:3]1[CH:12]=[CH:11][C:6]([C:7]([O:9][CH3:10])=[O:8])=[CH:5][CH:4]=1)=O.CCO[C:16]([C:18]([CH2:20][C:21]([CH3:23])=[O:22])=[O:19])=[O:17].[Cl:24][C:25]1[CH:26]=[C:27]([CH2:31][CH2:32][NH2:33])[CH:28]=[CH:29][CH:30]=1, predict the reaction product. The product is: [C:21]([C:20]1[CH:1]([C:3]2[CH:12]=[CH:11][C:6]([C:7]([O:9][CH3:10])=[O:8])=[CH:5][CH:4]=2)[N:33]([CH2:32][CH2:31][C:27]2[CH:28]=[CH:29][CH:30]=[C:25]([Cl:24])[CH:26]=2)[C:16](=[O:17])[C:18]=1[OH:19])(=[O:22])[CH3:23].